From a dataset of HIV replication inhibition screening data with 41,000+ compounds from the AIDS Antiviral Screen. Binary Classification. Given a drug SMILES string, predict its activity (active/inactive) in a high-throughput screening assay against a specified biological target. (1) The molecule is CN(C)CCOc1cccc2c1C(=O)c1ccccc1C2=O. The result is 0 (inactive). (2) The molecule is O=C1C2c3[nH]c4ccccc4c3C3CCCC3C2C(=O)N1c1ccccc1. The result is 0 (inactive). (3) The molecule is Nc1c(F)c(F)c2c(c1F)N(CCCCCl)c1ccccc1S2. The result is 0 (inactive). (4) The drug is Cc1nn(-c2nc(O)cc(-c3ccccc3)n2)c(O)c1CCO. The result is 0 (inactive). (5) The compound is COC(=O)c1c(C(=O)OC)c2c(-c3ccccc3)cc3cccc1n32. The result is 0 (inactive). (6) The result is 0 (inactive). The molecule is Nc1nc(SCc2ccccn2)c2ncn(C3CCCC3)c2n1. (7) The compound is O=C(O)C1C(C(=O)O)C2C3C4C1C1C2C3C41. The result is 0 (inactive). (8) The compound is O=C(Cn1cc(I)c(C(=O)NCC(O)CO)n1)NCC(O)CO. The result is 0 (inactive). (9) The drug is COc1ccc(CNc2nc3ccccc3nc2-c2cccs2)cc1OC. The result is 0 (inactive). (10) The molecule is N=C(N)NS(N)(=O)=O. The result is 0 (inactive).